This data is from Forward reaction prediction with 1.9M reactions from USPTO patents (1976-2016). The task is: Predict the product of the given reaction. (1) The product is: [NH2:14][C:12]1[CH:11]=[CH:10][C:3]([CH2:4][NH:5][S:6]([CH3:9])(=[O:8])=[O:7])=[C:2]([F:1])[CH:13]=1. Given the reactants [F:1][C:2]1[CH:13]=[C:12]([N+:14]([O-])=O)[CH:11]=[CH:10][C:3]=1[CH2:4][NH:5][S:6]([CH3:9])(=[O:8])=[O:7], predict the reaction product. (2) Given the reactants Br[C:2]1[CH:8]=[CH:7][CH:6]=[CH:5][C:3]=1[NH2:4].[CH3:9][C:10]1([CH3:26])[C:14]([CH3:16])([CH3:15])[O:13][B:12]([B:12]2[O:13][C:14]([CH3:16])([CH3:15])[C:10]([CH3:26])([CH3:9])[O:11]2)[O:11]1.N#N.C([O-])(=O)C.[K+], predict the reaction product. The product is: [CH3:9][C:10]1([CH3:26])[C:14]([CH3:16])([CH3:15])[O:13][B:12]([C:2]2[CH:8]=[CH:7][CH:6]=[CH:5][C:3]=2[NH2:4])[O:11]1. (3) Given the reactants [Cl:1][C:2]1[C:7]2[O:8][C:9]3[CH2:14][CH2:13][N:12]([C:15]([O:17][C:18]([CH3:21])([CH3:20])[CH3:19])=[O:16])[CH2:11][C:10]=3[C:6]=2[CH:5]=[C:4]([S:22](Cl)(=[O:24])=[O:23])[CH:3]=1.[NH:26]1[C:34]2[C:29](=[CH:30][CH:31]=[CH:32][CH:33]=2)[CH:28]=[CH:27]1, predict the reaction product. The product is: [N:26]1([S:22]([C:4]2[CH:3]=[C:2]([Cl:1])[C:7]3[O:8][C:9]4[CH2:14][CH2:13][N:12]([C:15]([O:17][C:18]([CH3:21])([CH3:20])[CH3:19])=[O:16])[CH2:11][C:10]=4[C:6]=3[CH:5]=2)(=[O:24])=[O:23])[C:34]2[C:29](=[CH:30][CH:31]=[CH:32][CH:33]=2)[CH:28]=[CH:27]1. (4) Given the reactants Cl.[C:2]([N:6]1[CH2:11][CH2:10][CH:9]([C:12]2[CH:17]=[CH:16][C:15]([C:18]([NH2:20])=[O:19])=[C:14]([NH:21][C:22]3[CH:27]=[CH:26][C:25]([C:28]([N:30]4[CH2:35][CH2:34][N:33]([C:36](=[O:42])[CH2:37][CH2:38][CH2:39][CH2:40][NH2:41])[CH2:32][CH2:31]4)=[O:29])=[CH:24][CH:23]=3)[N:13]=2)[CH2:8][CH2:7]1)(=[O:5])[CH:3]=[CH2:4].O=C1CCC(=O)N1[O:50][C:51](=O)[CH2:52][CH2:53][O:54][CH2:55][CH2:56][O:57][CH2:58][CH2:59][O:60][CH2:61][CH2:62][O:63][CH2:64][CH2:65][NH:66][C:67](=[O:81])[CH2:68][CH2:69][CH2:70][CH2:71][CH:72]1[CH:79]2[CH:75]([NH:76][C:77](=[O:80])[NH:78]2)[CH2:74][S:73]1.CCN(C(C)C)C(C)C, predict the reaction product. The product is: [C:2]([N:6]1[CH2:7][CH2:8][CH:9]([C:12]2[CH:17]=[CH:16][C:15]([C:18]([NH2:20])=[O:19])=[C:14]([NH:21][C:22]3[CH:27]=[CH:26][C:25]([C:28]([N:30]4[CH2:35][CH2:34][N:33]([C:36](=[O:42])[CH2:37][CH2:38][CH2:39][CH2:40][NH:41][C:51](=[O:50])[CH2:52][CH2:53][O:54][CH2:55][CH2:56][O:57][CH2:58][CH2:59][O:60][CH2:61][CH2:62][O:63][CH2:64][CH2:65][NH:66][C:67](=[O:81])[CH2:68][CH2:69][CH2:70][CH2:71][CH:72]5[CH:79]6[CH:75]([NH:76][C:77](=[O:80])[NH:78]6)[CH2:74][S:73]5)[CH2:32][CH2:31]4)=[O:29])=[CH:24][CH:23]=3)[N:13]=2)[CH2:10][CH2:11]1)(=[O:5])[CH:3]=[CH2:4]. (5) Given the reactants [Br:1][C:2]1[C:10]2[O:9][CH:8]=[C:7]([CH3:11])[C:6]=2[C:5]([F:12])=[C:4]([F:13])[CH:3]=1.BrN1[C:19](=[O:20])CCC1=O.C(OOC(=O)C1C=CC=CC=1)(=O)C1C=CC=CC=1, predict the reaction product. The product is: [Br:1][C:2]1[C:10]2[O:9][CH:8]=[C:7]([CH2:11][O:20][CH3:19])[C:6]=2[C:5]([F:12])=[C:4]([F:13])[CH:3]=1. (6) Given the reactants CN([CH:4]=[O:5])C.[H-].[Na+].[CH:8]1[CH:13]=[CH:12][C:11]([CH2:14]Br)=[CH:10][CH:9]=1.[NH4+].[Cl-], predict the reaction product. The product is: [CH2:14]([O:5][CH2:4][C:8]1[CH:13]=[CH:12][CH:11]=[CH:10][CH:9]=1)[C:11]1[CH:12]=[CH:13][CH:8]=[CH:9][CH:10]=1. (7) Given the reactants [BH4-].[Na+].[CH3:3][O:4][C:5]1[N:10]=[C:9]([CH2:11][C:12](OCC)=[O:13])[CH:8]=[CH:7][CH:6]=1, predict the reaction product. The product is: [CH3:3][O:4][C:5]1[N:10]=[C:9]([CH2:11][CH2:12][OH:13])[CH:8]=[CH:7][CH:6]=1. (8) Given the reactants [I-].C([O:9][C:10](=[O:37])[CH2:11][C@@H:12]([NH:18][S:19]([C:22]1[S:23][C:24]([C:27]2[N:31]([CH3:32])[N:30]=[C:29]([C:33]([F:36])([F:35])[F:34])[CH:28]=2)=[CH:25][CH:26]=1)(=[O:21])=[O:20])[CH2:13][N+:14]([CH3:17])([CH3:16])[CH3:15])C1C=CC=CC=1.[OH-:38].[Na+].C[OH:41], predict the reaction product. The product is: [F:34][C:33]([F:36])([F:35])[C:29]([O-:41])=[O:38].[C:10]([CH2:11][C@@H:12]([NH:18][S:19]([C:22]1[S:23][C:24]([C:27]2[N:31]([CH3:32])[N:30]=[C:29]([C:33]([F:35])([F:36])[F:34])[CH:28]=2)=[CH:25][CH:26]=1)(=[O:21])=[O:20])[CH2:13][N+:14]([CH3:17])([CH3:16])[CH3:15])([OH:37])=[O:9]. (9) Given the reactants [NH2:1][C:2]1[S:3][CH:4]=[CH:5][N:6]=1.Br[CH2:8][C:9]([C:11]1[CH:16]=[CH:15][C:14]([Cl:17])=[CH:13][CH:12]=1)=O.C([O-])([O-])=O.[K+].[K+], predict the reaction product. The product is: [Cl:17][C:14]1[CH:15]=[CH:16][C:11]([C:9]2[N:1]=[C:2]3[N:6]([CH:8]=2)[CH:5]=[CH:4][S:3]3)=[CH:12][CH:13]=1. (10) Given the reactants CS(C)=O.C(Cl)(=O)C(Cl)=O.[CH:11]([C@@H:24]1[O:29][CH2:28][C@@H:27]([OH:30])[CH2:26][CH2:25]1)([C:18]1[CH:23]=[CH:22][CH:21]=[CH:20][CH:19]=1)[C:12]1[CH:17]=[CH:16][CH:15]=[CH:14][CH:13]=1.C(N(CC)CC)C, predict the reaction product. The product is: [CH:11]([CH:24]1[O:29][CH2:28][C:27](=[O:30])[CH2:26][CH2:25]1)([C:18]1[CH:23]=[CH:22][CH:21]=[CH:20][CH:19]=1)[C:12]1[CH:13]=[CH:14][CH:15]=[CH:16][CH:17]=1.